This data is from Full USPTO retrosynthesis dataset with 1.9M reactions from patents (1976-2016). The task is: Predict the reactants needed to synthesize the given product. (1) Given the product [NH2:19][C:18]1[N:8]([C:7]2[C:2]([Cl:1])=[CH:3][C:4]([Br:10])=[CH:5][C:6]=2[Br:9])[CH:12]=[C:13]([CH3:14])[C:15]=1[C:16]#[N:17], predict the reactants needed to synthesize it. The reactants are: [Cl:1][C:2]1[C:7]([NH2:8])=[C:6]([Br:9])[CH:5]=[C:4]([Br:10])[CH:3]=1.Br[CH2:12][C:13](=[C:15]([C:18]#[N:19])[C:16]#[N:17])[CH3:14]. (2) Given the product [C:18]1([C:11]2[N:10]=[C:9]([NH:8][C:6]3[CH:5]=[CH:4][N:3]=[C:2]([NH:24][CH2:25][CH2:26][C:27]4[CH:28]=[N:29][CH:30]=[CH:31][CH:32]=4)[N:7]=3)[C:14]([C:15]([NH2:17])=[O:16])=[CH:13][N:12]=2)[CH:23]=[CH:22][CH:21]=[CH:20][CH:19]=1, predict the reactants needed to synthesize it. The reactants are: F[C:2]1[N:7]=[C:6]([NH:8][C:9]2[C:14]([C:15]([NH2:17])=[O:16])=[CH:13][N:12]=[C:11]([C:18]3[CH:23]=[CH:22][CH:21]=[CH:20][CH:19]=3)[N:10]=2)[CH:5]=[CH:4][N:3]=1.[NH2:24][CH2:25][CH2:26][C:27]1[CH:28]=[N:29][CH:30]=[CH:31][CH:32]=1. (3) Given the product [C:1]([O:5][C:6]([N:8]([CH2:26][C:27]([O:29][C:30]([CH3:33])([CH3:32])[CH3:31])=[O:28])[C:9]1[CH:14]=[CH:13][CH:12]=[C:11]([CH:15]([CH2:46][C:44]2[S:45][C:41]([C:35]([CH3:34])([CH3:40])[CH2:36][CH2:37][CH2:38][CH3:39])=[CH:42][CH:43]=2)[NH:16][S:17]([C:20]2[CH:21]=[N:22][CH:23]=[CH:24][CH:25]=2)(=[O:19])=[O:18])[N:10]=1)=[O:7])([CH3:4])([CH3:3])[CH3:2], predict the reactants needed to synthesize it. The reactants are: [C:1]([O:5][C:6]([N:8]([CH2:26][C:27]([O:29][C:30]([CH3:33])([CH3:32])[CH3:31])=[O:28])[C:9]1[CH:14]=[CH:13][CH:12]=[C:11]([CH2:15][NH:16][S:17]([C:20]2[CH:21]=[N:22][CH:23]=[CH:24][CH:25]=2)(=[O:19])=[O:18])[N:10]=1)=[O:7])([CH3:4])([CH3:3])[CH3:2].[CH3:34][C:35]([C:41]1[S:45][C:44]([CH2:46]O)=[CH:43][CH:42]=1)([CH3:40])[CH2:36][CH2:37][CH2:38][CH3:39].C(P(CCCC)CCCC)CCC.CN(C)C(N=NC(N(C)C)=O)=O. (4) Given the product [ClH:1].[F:17][C:18]1[CH:19]=[CH:20][C:21]([C:24]2[CH:25]=[C:26]([CH2:30][NH:2][CH2:3][CH:4]3[CH2:13][CH2:12][C:11]4[C:6](=[CH:7][CH:8]=[CH:9][CH:10]=4)[O:5]3)[CH:27]=[N:28][CH:29]=2)=[CH:22][CH:23]=1, predict the reactants needed to synthesize it. The reactants are: [ClH:1].[NH2:2][CH2:3][CH:4]1[CH2:13][CH2:12][C:11]2[C:6](=[CH:7][CH:8]=[CH:9][CH:10]=2)[O:5]1.C[O-].[Na+].[F:17][C:18]1[CH:23]=[CH:22][C:21]([C:24]2[CH:25]=[C:26]([CH:30]=O)[CH:27]=[N:28][CH:29]=2)=[CH:20][CH:19]=1.[BH4-].[Na+].Cl. (5) Given the product [N:21]1([S:2]([C:5]2[N:9]=[CH:8][N:7]([C:10](=[O:14])[N:11]([CH3:13])[CH3:12])[N:6]=2)(=[O:4])=[O:3])[CH2:26][CH2:25][CH2:24][CH2:23][CH2:22]1, predict the reactants needed to synthesize it. The reactants are: Cl[S:2]([C:5]1[N:9]=[CH:8][N:7]([C:10](=[O:14])[N:11]([CH3:13])[CH3:12])[N:6]=1)(=[O:4])=[O:3].C(OCC)(=O)C.[N:21]1[CH:26]=[CH:25][CH:24]=[CH:23][CH:22]=1.